Dataset: Full USPTO retrosynthesis dataset with 1.9M reactions from patents (1976-2016). Task: Predict the reactants needed to synthesize the given product. (1) Given the product [CH3:91][C:92]1[CH:93]=[C:94]([C:64]2[C:56]([C:57]3[CH:58]=[CH:59][N:60]=[CH:61][N:63]=3)=[CH:89][NH:88][N:113]=2)[CH:99]=[CH:100][CH:101]=1, predict the reactants needed to synthesize it. The reactants are: CC[C@@H]([C@H](NC([C@@H](NC([C@@H](NC([C@@H](N)C)=O)C)=O)CO)=O)C(N[C@H](C(N[C@H](C(N[C@H](C(N[C@H](C(N[C@H](C(N[C@H](C(N[C@H](C(N[C@H:56]([C:64](O)=O)[CH2:57][CH2:58][CH2:59][N:60]=[C:61]([NH2:63])N)=O)CC(O)=O)=O)C)=O)CO)=O)C(C)C)=O)C)=O)C(C)C)=O)CCCCN)=O)C.CC1C=[CH:89][N:88]=CN=1.[CH3:91][C:92]1[CH:93]=[C:94]([CH:99]=[CH:100][CH:101]=1)C(OC)=O.FC1C=CC(C(CC2C=C[N:113]=CC=2)=O)=CC=1. (2) Given the product [Br:3][C:4]1[CH:5]=[CH:6][C:7]2[C:8]3[C:9](=[C:14]([C:17]4[O:21][N:20]=[C:19]([C:22]5[CH:27]=[CH:26][CH:25]=[CH:24][CH:23]=5)[C:18]=4[C:28]([F:31])([F:29])[F:30])[O:15][N:16]=3)[CH2:10][N:11]([CH3:2])[C:12]=2[CH:13]=1, predict the reactants needed to synthesize it. The reactants are: I[CH3:2].[Br:3][C:4]1[CH:5]=[CH:6][C:7]2[C:8]3[C:9](=[C:14]([C:17]4[O:21][N:20]=[C:19]([C:22]5[CH:27]=[CH:26][CH:25]=[CH:24][CH:23]=5)[C:18]=4[C:28]([F:31])([F:30])[F:29])[O:15][N:16]=3)[CH2:10][NH:11][C:12]=2[CH:13]=1.[H-].[Na+]. (3) Given the product [Cl:15][C:12]1[CH:13]=[CH:14][C:9]([NH:8][C:6](=[O:7])[C:5]2[CH:22]=[CH:23][C:2]([N:25]3[CH2:30][CH2:29][S:28][CH2:27][CH2:26]3)=[N:3][C:4]=2[CH3:24])=[CH:10][C:11]=1[C:16]1[CH:21]=[CH:20][CH:19]=[CH:18][N:17]=1, predict the reactants needed to synthesize it. The reactants are: Cl[C:2]1[CH:23]=[CH:22][C:5]([C:6]([NH:8][C:9]2[CH:14]=[CH:13][C:12]([Cl:15])=[C:11]([C:16]3[CH:21]=[CH:20][CH:19]=[CH:18][N:17]=3)[CH:10]=2)=[O:7])=[C:4]([CH3:24])[N:3]=1.[NH:25]1[CH2:30][CH2:29][S:28][CH2:27][CH2:26]1. (4) Given the product [OH:39][C:37]1[CH:38]=[C:33]([NH:32][CH:2]=[C:3]2[C:11]3[C:6](=[CH:7][C:8]([C:12]([C:14]4[CH:15]=[C:16]([NH:20][C:21]([C:23]5[S:24][C:25]([C:28](=[O:30])[CH3:29])=[CH:26][CH:27]=5)=[O:22])[CH:17]=[CH:18][CH:19]=4)=[O:13])=[CH:9][CH:10]=3)[NH:5][C:4]2=[O:31])[CH:34]=[CH:35][C:36]=1[CH3:40], predict the reactants needed to synthesize it. The reactants are: O[CH:2]=[C:3]1[C:11]2[C:6](=[CH:7][C:8]([C:12]([C:14]3[CH:15]=[C:16]([NH:20][C:21]([C:23]4[S:24][C:25]([C:28](=[O:30])[CH3:29])=[CH:26][CH:27]=4)=[O:22])[CH:17]=[CH:18][CH:19]=3)=[O:13])=[CH:9][CH:10]=2)[NH:5][C:4]1=[O:31].[NH2:32][C:33]1[CH:34]=[CH:35][C:36]([CH3:40])=[C:37]([OH:39])[CH:38]=1. (5) Given the product [C:1](=[O:19])([O:5][C:6]1[CH:11]=[CH:10][C:9]([O:12][CH3:13])=[C:8]([N:14]([CH2:24][CH2:25][N:26]2[CH2:31][CH2:30][O:29][CH2:28][CH2:27]2)[S:15]([CH3:18])(=[O:16])=[O:17])[CH:7]=1)[O:2][CH2:3][CH3:4], predict the reactants needed to synthesize it. The reactants are: [C:1](=[O:19])([O:5][C:6]1[CH:11]=[CH:10][C:9]([O:12][CH3:13])=[C:8]([NH:14][S:15]([CH3:18])(=[O:17])=[O:16])[CH:7]=1)[O:2][CH2:3][CH3:4].[H-].[Na+].Cl.Cl[CH2:24][CH2:25][N:26]1[CH2:31][CH2:30][O:29][CH2:28][CH2:27]1. (6) Given the product [CH3:1][NH:8][CH2:10][CH2:11][N:12]1[CH:16]=[CH:15][N:14]=[CH:13]1, predict the reactants needed to synthesize it. The reactants are: [CH2:1]([N:8]([CH2:10][CH2:11][N:12]1[CH:16]=[CH:15][N:14]=[CH:13]1)C)C1C=CC=CC=1.[H][H]. (7) Given the product [CH:31]1([CH2:30][O:29][C:22]2[CH:23]=[CH:24][C:25]([O:27][CH3:28])=[CH:26][C:21]=2[C:20]2[C:15]3[NH:14][C:13]([CH3:34])=[C:12]([C:10]([NH:9][C@H:6]4[CH2:7][CH2:8][C@H:3]([NH:2][C:38](=[O:39])[CH2:37][O:36][CH3:35])[CH2:4][CH2:5]4)=[O:11])[C:16]=3[N:17]=[CH:18][N:19]=2)[CH2:32][CH2:33]1, predict the reactants needed to synthesize it. The reactants are: Cl.[NH2:2][C@H:3]1[CH2:8][CH2:7][C@H:6]([NH:9][C:10]([C:12]2[C:16]3[N:17]=[CH:18][N:19]=[C:20]([C:21]4[CH:26]=[C:25]([O:27][CH3:28])[CH:24]=[CH:23][C:22]=4[O:29][CH2:30][CH:31]4[CH2:33][CH2:32]4)[C:15]=3[NH:14][C:13]=2[CH3:34])=[O:11])[CH2:5][CH2:4]1.[CH3:35][O:36][CH2:37][C:38](Cl)=[O:39]. (8) Given the product [CH2:1]=[C:2]1[CH2:6][CH2:5][C:4]([CH2:11][CH:12]([CH3:14])[CH3:13])([C:7]([OH:9])=[O:8])[CH2:3]1, predict the reactants needed to synthesize it. The reactants are: [CH2:1]=[C:2]1[CH2:6][CH2:5][C:4]([CH2:11][CH:12]([CH3:14])[CH3:13])([C:7]([O:9]C)=[O:8])[CH2:3]1.O.[OH-].[Li+].